Task: Predict the reactants needed to synthesize the given product.. Dataset: Retrosynthesis with 50K atom-mapped reactions and 10 reaction types from USPTO (1) Given the product CCOc1cnc2ccc(Cl)cc2c1, predict the reactants needed to synthesize it. The reactants are: CCI.Oc1cnc2ccc(Cl)cc2c1. (2) Given the product Nc1cncc(C#Cc2cnc(NCCN3CCOCC3)nc2)c1, predict the reactants needed to synthesize it. The reactants are: Brc1cnc(NCCN2CCOCC2)nc1.C#Cc1cncc(N)c1. (3) Given the product CC(=O)Nc1cccc(C2CCN(CCCNC(=O)C(C)(c3ccccc3)c3ccccc3)CC2)c1, predict the reactants needed to synthesize it. The reactants are: CC(=O)Nc1cccc(C2CCN(CCCN)CC2)c1.CC(C(=O)O)(c1ccccc1)c1ccccc1. (4) Given the product C[C@H](NC(=O)Cc1cc(F)cc(F)c1)C(=O)N[C@@H]1CC=C[C@@H](c2ccccc2)N(C2CCCC2)C1=O, predict the reactants needed to synthesize it. The reactants are: C[C@H](NC(=O)Cc1cc(F)cc(F)c1)C(=O)O.N[C@@H]1CC=C[C@@H](c2ccccc2)N(C2CCCC2)C1=O. (5) The reactants are: N=C(N)c1ccc(Cl)cc1.O=C(CBr)c1sccc1Cl. Given the product Clc1ccc(-c2ncc(-c3sccc3Cl)[nH]2)cc1, predict the reactants needed to synthesize it.